This data is from Reaction yield outcomes from USPTO patents with 853,638 reactions. The task is: Predict the reaction yield, written as a fraction of the theoretical maximum amount of product (1.0 means a 100% yield; for example, 0.34 means a 34% yield). (1) The reactants are [F:1][C:2]1[CH:3]=[C:4]([C:8]2[CH:16]=[CH:15][CH:14]=[C:13]3[C:9]=2/[C:10](=[CH:18]/[C:19]2[NH:20][C:21]([CH3:27])=[CH:22][C:23]=2[C:24]([OH:26])=O)/[C:11](=[O:17])[NH:12]3)[CH:5]=[CH:6][CH:7]=1.[CH3:28][N:29]1[CH2:34][CH2:33][CH:32]([CH2:35][NH2:36])[CH2:31][CH2:30]1.C1C=CC2N(O)N=NC=2C=1.C(Cl)CCl. The catalyst is C1COCC1.CN(C=O)C. The product is [CH3:28][N:29]1[CH2:34][CH2:33][CH:32]([CH2:35][NH:36][C:24]([C:23]2[CH:22]=[C:21]([CH3:27])[NH:20][C:19]=2/[CH:18]=[C:10]2\[C:11](=[O:17])[NH:12][C:13]3[C:9]\2=[C:8]([C:4]2[CH:5]=[CH:6][CH:7]=[C:2]([F:1])[CH:3]=2)[CH:16]=[CH:15][CH:14]=3)=[O:26])[CH2:31][CH2:30]1. The yield is 0.550. (2) The reactants are Br[C:2]1[CH:3]=[N:4][CH:5]=[C:6]([N+:9]([O-:11])=[O:10])[C:7]=1[NH2:8].[N:12]1[CH:17]=[CH:16][CH:15]=[C:14](B(O)O)[CH:13]=1.C([O-])([O-])=O.[Na+].[Na+]. The catalyst is Cl[Pd](Cl)([P](C1C=CC=CC=1)(C1C=CC=CC=1)C1C=CC=CC=1)[P](C1C=CC=CC=1)(C1C=CC=CC=1)C1C=CC=CC=1.O1CCOCC1. The product is [N+:9]([C:6]1[C:7]([NH2:8])=[C:2]([C:14]2[CH:13]=[N:12][CH:17]=[CH:16][CH:15]=2)[CH:3]=[N:4][CH:5]=1)([O-:11])=[O:10]. The yield is 0.870. (3) The product is [CH2:45]([O:52][C:26]([NH:23][C@@H:10]1[CH2:9][N:8]([C:6]([O:5][C:1]([CH3:2])([CH3:3])[CH3:4])=[O:7])[CH2:13][C@H:12]([C:14]([OH:16])=[O:15])[CH2:11]1)=[O:35])[C:46]1[CH:51]=[CH:50][CH:49]=[CH:48][CH:47]=1. The reactants are [C:1]([O:5][C:6]([N:8]1[CH2:13][C@H:12]([C:14]([O:16]C)=[O:15])[CH2:11][C@H:10](C(O)=O)[CH2:9]1)=[O:7])([CH3:4])([CH3:3])[CH3:2].C([N:23]([CH2:26]C)CC)C.C1(P(N=[N+]=[N-])(C2C=CC=CC=2)=[O:35])C=CC=CC=1.[CH2:45]([OH:52])[C:46]1[CH:51]=[CH:50][CH:49]=[CH:48][CH:47]=1.N([O-])=O.[Na+].[OH-].[Na+].C(O)(=O)CC(CC(O)=O)(C(O)=O)O. The yield is 0.886. The catalyst is C1(C)C=CC=CC=1.O.CO.